From a dataset of Full USPTO retrosynthesis dataset with 1.9M reactions from patents (1976-2016). Predict the reactants needed to synthesize the given product. (1) Given the product [CH3:9][O:8][C:6]1[CH:5]=[C:4]2[C:3]([S:10](=[O:12])(=[O:11])[NH:13][C:14]3[C:15]2=[CH:16][CH:17]=[C:18]2[C:23]=3[N:22]=[CH:21][CH:20]=[CH:19]2)=[CH:2][CH:7]=1, predict the reactants needed to synthesize it. The reactants are: N[C:2]1[CH:7]=[C:6]([O:8][CH3:9])[CH:5]=[CH:4][C:3]=1[S:10]([NH:13][C:14]1[CH:15]=[CH:16][CH:17]=[C:18]2[C:23]=1[N:22]=[CH:21][CH:20]=[CH:19]2)(=[O:12])=[O:11].C(ON=O)(C)(C)C. (2) Given the product [CH3:1][O:2][C:3](=[O:16])[CH2:4][N:5]1[C:13]2[C:8](=[CH:9][C:10]([F:14])=[CH:11][CH:12]=2)[C:7]([CH2:33][C:32]2[CH:31]=[CH:30][N:29]=[CH:28][C:27]=2[S:24]([C:21]2[CH:22]=[CH:23][C:18]([F:17])=[CH:19][CH:20]=2)(=[O:26])=[O:25])=[C:6]1[CH3:15], predict the reactants needed to synthesize it. The reactants are: [CH3:1][O:2][C:3](=[O:16])[CH2:4][N:5]1[C:13]2[C:8](=[CH:9][C:10]([F:14])=[CH:11][CH:12]=2)[CH:7]=[C:6]1[CH3:15].[F:17][C:18]1[CH:23]=[CH:22][C:21]([S:24]([C:27]2[CH:28]=[N:29][CH:30]=[CH:31][C:32]=2[CH:33]=O)(=[O:26])=[O:25])=[CH:20][CH:19]=1. (3) Given the product [CH2:1]([C:3]1[CH:4]=[CH:5][C:6]([OH:17])=[C:7]([C:9]([C:11]2[CH:16]=[CH:15][CH:14]=[CH:13][N:12]=2)=[O:10])[CH:8]=1)[CH3:2], predict the reactants needed to synthesize it. The reactants are: [CH2:1]([C:3]1[CH:4]=[CH:5][C:6]([O:17]C)=[C:7]([C:9]([C:11]2[CH:16]=[CH:15][CH:14]=[CH:13][N:12]=2)=[O:10])[CH:8]=1)[CH3:2]. (4) Given the product [O:21]1[CH2:20][CH2:19][CH:18]([O:17][C:13]2[C:12]3[C:8]([C:6]4[CH:5]=[CH:4][N:3]=[C:2]([N:51]5[CH:44]6[CH2:50][CH2:49][CH:48]5[CH2:47][O:46][CH2:45]6)[CH:7]=4)=[N:9][NH:10][C:11]=3[CH:16]=[CH:15][N:14]=2)[CH2:23][CH2:22]1, predict the reactants needed to synthesize it. The reactants are: Cl[C:2]1[CH:7]=[C:6]([C:8]2[C:12]3[C:13]([O:17][CH:18]4[CH2:23][CH2:22][O:21][CH2:20][CH2:19]4)=[N:14][CH:15]=[CH:16][C:11]=3[N:10](C(C3C=CC=CC=3)(C3C=CC=CC=3)C3C=CC=CC=3)[N:9]=2)[CH:5]=[CH:4][N:3]=1.Cl.[CH:44]12[NH:51][CH:48]([CH2:49][CH2:50]1)[CH2:47][O:46][CH2:45]2. (5) The reactants are: [C:1]1(=[O:11])[O:6][C:4](=[O:5])[C:3]2=[CH:7][CH:8]=[CH:9][CH:10]=[C:2]12.[CH3:12][C:13]([NH2:18])([CH2:16][OH:17])[CH2:14][OH:15]. Given the product [C:1]1(=[O:11])[O:6][C:4](=[O:5])[C:3]2=[CH:7][CH:8]=[CH:9][CH:10]=[C:2]12.[CH3:12][C:13]([NH2:18])([CH2:16][OH:17])[CH2:14][OH:15], predict the reactants needed to synthesize it. (6) Given the product [Cl:12][C:13]1[CH:14]=[CH:15][C:16]2[O:20][C:19]([S:2]([Cl:1])(=[O:5])=[O:3])=[CH:18][C:17]=2[CH:21]=1, predict the reactants needed to synthesize it. The reactants are: [Cl:1][S:2]([OH:5])(=O)=[O:3].P(Cl)(Cl)(Cl)(Cl)Cl.[Cl:12][C:13]1[CH:14]=[CH:15][C:16]2[O:20][CH:19]=[CH:18][C:17]=2[CH:21]=1.